The task is: Regression. Given a peptide amino acid sequence and an MHC pseudo amino acid sequence, predict their binding affinity value. This is MHC class I binding data.. This data is from Peptide-MHC class I binding affinity with 185,985 pairs from IEDB/IMGT. The peptide sequence is AEAALENLVI. The MHC is Patr-B2401 with pseudo-sequence Patr-B2401. The binding affinity (normalized) is 0.300.